Dataset: Reaction yield outcomes from USPTO patents with 853,638 reactions. Task: Predict the reaction yield, written as a fraction of the theoretical maximum amount of product (1.0 means a 100% yield; for example, 0.34 means a 34% yield). (1) The reactants are [C:1]([CH2:6][CH:7]=P(C1C=CC=CC=1)(C1C=CC=CC=1)C1C=CC=CC=1)([O:3][CH2:4][CH3:5])=[O:2].[CH2:27]([O:34][C:35]1[CH:42]=[CH:41][C:38]([CH:39]=O)=[CH:37][CH:36]=1)[C:28]1[CH:33]=[CH:32][CH:31]=[CH:30][CH:29]=1. The catalyst is C1COCC1. The product is [CH2:4]([O:3][C:1](=[O:2])/[C:6](/[CH3:7])=[CH:39]/[C:38]1[CH:41]=[CH:42][C:35]([O:34][CH2:27][C:28]2[CH:33]=[CH:32][CH:31]=[CH:30][CH:29]=2)=[CH:36][CH:37]=1)[CH3:5]. The yield is 0.974. (2) The reactants are [F:1][C:2]1[CH:7]=[CH:6][C:5]([NH2:8])=[CH:4][C:3]=1[NH:9][C:10](=[O:16])[O:11][C:12]([CH3:15])([CH3:14])[CH3:13].C([O-])([O-])=O.[K+].[K+].[Na+].[I-].[CH2:25]([O:28][CH2:29][CH2:30]Cl)[CH2:26]Cl. The catalyst is CN(C=O)C.O. The product is [F:1][C:2]1[CH:7]=[CH:6][C:5]([N:8]2[CH2:30][CH2:29][O:28][CH2:25][CH2:26]2)=[CH:4][C:3]=1[NH:9][C:10](=[O:16])[O:11][C:12]([CH3:13])([CH3:15])[CH3:14]. The yield is 0.350. (3) The reactants are [CH:1]([C:3]1[CH:8]=[C:7]([O:9][CH3:10])[N:6]=[CH:5][C:4]=1[O:11][CH2:12][C:13]1[CH:14]=[N:15][CH:16]=[C:17]([CH:21]=1)[C:18]([O-:20])=[O:19])=[O:2].[OH-].[Na+]. The catalyst is CO.C1COCC1. The product is [CH:1]([C:3]1[CH:8]=[C:7]([O:9][CH3:10])[N:6]=[CH:5][C:4]=1[O:11][CH2:12][C:13]1[CH:14]=[N:15][CH:16]=[C:17]([CH:21]=1)[C:18]([OH:20])=[O:19])=[O:2]. The yield is 0.930. (4) The reactants are F[C:2](F)(F)[C:3]1[N:4]=[C:5]([C:8]2[CH:13]=[CH:12][CH:11]=[CH:10][N:9]=2)[NH:6][CH:7]=1.[NH4+:16].[OH-]. The catalyst is CO. The product is [N:9]1[CH:10]=[CH:11][CH:12]=[CH:13][C:8]=1[C:5]1[NH:6][CH:7]=[C:3]([C:2]#[N:16])[N:4]=1. The yield is 0.510.